This data is from Peptide-MHC class II binding affinity with 134,281 pairs from IEDB. The task is: Regression. Given a peptide amino acid sequence and an MHC pseudo amino acid sequence, predict their binding affinity value. This is MHC class II binding data. (1) The peptide sequence is SQVHIRRPGGAGRDG. The MHC is DRB3_0202 with pseudo-sequence DRB3_0202. The binding affinity (normalized) is 0. (2) The peptide sequence is FDAFVAYHIGARIVS. The MHC is DRB1_0404 with pseudo-sequence DRB1_0404. The binding affinity (normalized) is 0.329.